This data is from Peptide-MHC class II binding affinity with 134,281 pairs from IEDB. The task is: Regression. Given a peptide amino acid sequence and an MHC pseudo amino acid sequence, predict their binding affinity value. This is MHC class II binding data. (1) The peptide sequence is VAEAAGKTKEGVLYV. The MHC is HLA-DQA10401-DQB10402 with pseudo-sequence HLA-DQA10401-DQB10402. The binding affinity (normalized) is 0.181. (2) The peptide sequence is SGMAEATSLDTMTQM. The MHC is DRB1_0301 with pseudo-sequence DRB1_0301. The binding affinity (normalized) is 0.204. (3) The peptide sequence is ADEEQQQALSSQMGF. The MHC is DRB1_0404 with pseudo-sequence DRB1_0404. The binding affinity (normalized) is 0.0243.